Dataset: Forward reaction prediction with 1.9M reactions from USPTO patents (1976-2016). Task: Predict the product of the given reaction. (1) Given the reactants [NH2:1][C@@H:2]1[C:8](=[O:9])[N:7]([CH2:10][CH2:11][O:12][CH2:13][C:14]2[CH:19]=[CH:18][CH:17]=[CH:16][CH:15]=2)[C:6]2[CH:20]=[CH:21][CH:22]=[CH:23][C:5]=2[C:4]2[CH:24]=[CH:25][CH:26]=[CH:27][C:3]1=2.[CH3:28][CH:29]([C:33]([NH:35][CH2:36][C:37]([F:43])([F:42])[C:38]([F:41])([F:40])[F:39])=[O:34])[C:30](O)=[O:31], predict the reaction product. The product is: [CH2:13]([O:12][CH2:11][CH2:10][N:7]1[C:8](=[O:9])[C@@H:2]([NH:1][C:30](=[O:31])[CH:29]([CH3:28])[C:33]([NH:35][CH2:36][C:37]([F:42])([F:43])[C:38]([F:39])([F:40])[F:41])=[O:34])[C:3]2[CH:27]=[CH:26][CH:25]=[CH:24][C:4]=2[C:5]2[CH:23]=[CH:22][CH:21]=[CH:20][C:6]1=2)[C:14]1[CH:19]=[CH:18][CH:17]=[CH:16][CH:15]=1. (2) Given the reactants [CH3:1][C@@H:2]([NH:5][C:6](=[O:12])[O:7][C:8]([CH3:11])([CH3:10])[CH3:9])[C:3]#[CH:4].Cl/[C:14](=[N:20]\[OH:21])/[C:15]([O:17][CH2:18][CH3:19])=[O:16].CCN(CC)CC, predict the reaction product. The product is: [C:8]([O:7][C:6]([NH:5][C@@H:2]([C:3]1[O:21][N:20]=[C:14]([C:15]([O:17][CH2:18][CH3:19])=[O:16])[CH:4]=1)[CH3:1])=[O:12])([CH3:11])([CH3:10])[CH3:9]. (3) Given the reactants [Cl:1][C:2]1[CH:7]=[C:6]2[NH:8][C:9](=[O:39])[C:10]3([CH:15]([C:16]4[CH:21]=[C:20]([Cl:22])[CH:19]=[CH:18][C:17]=4[O:23][C:24]([C:27](O)=[O:28])([CH3:26])[CH3:25])[CH2:14][C:13](=[O:30])[NH:12][CH:11]3[C:31]3[CH:36]=[C:35]([Cl:37])[CH:34]=[CH:33][C:32]=3[CH3:38])[C:5]2=[CH:4][CH:3]=1.C1N=CN(C(N2C=NC=C2)=O)C=1.[CH3:52][S:53]([NH2:56])(=[O:55])=[O:54].[H-].[Na+].Cl, predict the reaction product. The product is: [Cl:1][C:2]1[CH:7]=[C:6]2[NH:8][C:9](=[O:39])[C:10]3([CH:15]([C:16]4[CH:21]=[C:20]([Cl:22])[CH:19]=[CH:18][C:17]=4[O:23][C:24]([CH3:26])([CH3:25])[C:27]([NH:56][S:53]([CH3:52])(=[O:55])=[O:54])=[O:28])[CH2:14][C:13](=[O:30])[NH:12][CH:11]3[C:31]3[CH:36]=[C:35]([Cl:37])[CH:34]=[CH:33][C:32]=3[CH3:38])[C:5]2=[CH:4][CH:3]=1. (4) Given the reactants Br[C:2]1[CH:7]=[CH:6][C:5]([CH:8]2[C:12]3[C:13]([CH3:19])=[CH:14][C:15]([CH3:18])=[C:16]([CH3:17])[C:11]=3[O:10][CH2:9]2)=[CH:4][CH:3]=1.[C:20]1(B(O)O)[CH:25]=[CH:24][CH:23]=[CH:22][CH:21]=1.C(O)C.C1(C)C=CC=CC=1, predict the reaction product. The product is: [C:2]1([C:20]2[CH:25]=[CH:24][CH:23]=[CH:22][CH:21]=2)[CH:7]=[CH:6][C:5]([CH:8]2[C:12]3[C:13]([CH3:19])=[CH:14][C:15]([CH3:18])=[C:16]([CH3:17])[C:11]=3[O:10][CH2:9]2)=[CH:4][CH:3]=1.